Dataset: Full USPTO retrosynthesis dataset with 1.9M reactions from patents (1976-2016). Task: Predict the reactants needed to synthesize the given product. (1) The reactants are: Cl.Cl[C:3]1[C:12]2[C:7](=[CH:8][C:9]([Cl:13])=[CH:10][CH:11]=2)[N:6]=[CH:5][N:4]=1.[NH2:14][C:15]1[C:20]2[N:21]=[C:22]([NH:24][C:25](=[O:27])[CH3:26])[S:23][C:19]=2[CH:18]=[CH:17][CH:16]=1.[H-].[Na+]. Given the product [Cl:13][C:9]1[CH:8]=[C:7]2[C:12]([C:3]([NH:14][C:15]3[C:20]4[N:21]=[C:22]([NH:24][C:25](=[O:27])[CH3:26])[S:23][C:19]=4[CH:18]=[CH:17][CH:16]=3)=[N:4][CH:5]=[N:6]2)=[CH:11][CH:10]=1, predict the reactants needed to synthesize it. (2) Given the product [NH2:23][CH2:24][C:25]1[C:26]([F:34])=[C:27]([C:2]2[C:20]([F:21])=[CH:19][CH:18]=[C:4]([CH2:5][O:6][C:7]3[CH:12]=[CH:11][CH:10]=[CH:9][C:8]=3[CH2:13][C:14]([OH:16])=[O:15])[CH:3]=2)[CH:28]=[CH:29][CH:30]=1, predict the reactants needed to synthesize it. The reactants are: Br[C:2]1[CH:3]=[C:4]([CH:18]=[CH:19][C:20]=1[F:21])[CH2:5][O:6][C:7]1[CH:12]=[CH:11][CH:10]=[CH:9][C:8]=1[CH2:13][C:14]([O:16]C)=[O:15].Cl.[NH2:23][CH2:24][C:25]1[C:26]([F:34])=[C:27](B(O)O)[CH:28]=[CH:29][CH:30]=1.